This data is from Forward reaction prediction with 1.9M reactions from USPTO patents (1976-2016). The task is: Predict the product of the given reaction. (1) The product is: [NH2:1][C:2]1[C:7]2=[C:8]([C:14]3[CH:15]=[CH:16][C:17]([NH:20][C:21]([NH:23][C:24]4[CH:29]=[CH:28][CH:27]=[C:26]([C:30]([F:32])([F:33])[F:31])[N:25]=4)=[O:22])=[CH:18][CH:19]=3)[CH:9]=[C:10]([C:11]([NH:37][CH2:36][C:35]([F:39])([F:38])[F:34])=[O:12])[N:6]2[N:5]=[CH:4][N:3]=1. Given the reactants [NH2:1][C:2]1[C:7]2=[C:8]([C:14]3[CH:19]=[CH:18][C:17]([NH:20][C:21]([NH:23][C:24]4[CH:29]=[CH:28][CH:27]=[C:26]([C:30]([F:33])([F:32])[F:31])[N:25]=4)=[O:22])=[CH:16][CH:15]=3)[CH:9]=[C:10]([C:11](O)=[O:12])[N:6]2[N:5]=[CH:4][N:3]=1.[F:34][C:35]([F:39])([F:38])[CH2:36][NH2:37].F[P-](F)(F)(F)(F)F.N1(O[P+](N(C)C)(N(C)C)N(C)C)C2C=CC=CC=2N=N1.CN1CCOCC1, predict the reaction product. (2) Given the reactants [Cl:1][C:2]1[N:7]=[C:6]([NH:8][CH2:9][CH2:10][CH3:11])[C:5](I)=[CH:4][N:3]=1.[C:13]([C@@H:15]1[CH2:20][CH2:19][CH2:18][C@H:17]([NH:21][C:22](=[O:28])[O:23][C:24]([CH3:27])([CH3:26])[CH3:25])[CH2:16]1)#[CH:14].C(OCC)(=O)C.[Cl-].[NH4+], predict the reaction product. The product is: [Cl:1][C:2]1[N:7]=[C:6]([NH:8][CH2:9][CH2:10][CH3:11])[C:5]([C:14]#[C:13][C@@H:15]2[CH2:20][CH2:19][CH2:18][C@H:17]([NH:21][C:22](=[O:28])[O:23][C:24]([CH3:26])([CH3:25])[CH3:27])[CH2:16]2)=[CH:4][N:3]=1. (3) Given the reactants C([O:8][C:9]([C:11]1[CH:16]([C:17]2[CH:22]=[CH:21][C:20]([N+:23]([O-:25])=[O:24])=[CH:19][CH:18]=2)[C:15]([C:26]([O:28][CH2:29][CH2:30][C:31]#[N:32])=[O:27])=[C:14]([CH2:33][CH3:34])[NH:13][C:12]=1[CH2:35][CH3:36])=[O:10])C1C=CC=CC=1.C(O)=O.CO, predict the reaction product. The product is: [C:31]([CH2:30][CH2:29][O:28][C:26]([C:15]1[CH:16]([C:17]2[CH:22]=[CH:21][C:20]([N+:23]([O-:25])=[O:24])=[CH:19][CH:18]=2)[C:11]([C:9]([OH:10])=[O:8])=[C:12]([CH2:35][CH3:36])[NH:13][C:14]=1[CH2:33][CH3:34])=[O:27])#[N:32]. (4) Given the reactants [Cl:1][C:2]1[CH:7]=[C:6]([Cl:8])[CH:5]=[CH:4][C:3]=1[CH3:9].[Br-:10].[Na+].O, predict the reaction product. The product is: [Cl:1][C:2]1[CH:7]=[C:6]([Cl:8])[CH:5]=[CH:4][C:3]=1[CH2:9][Br:10]. (5) Given the reactants [CH2:1]([O:3][C:4]([C:6]1[C:15](=[O:16])[C:14]2[C:9]3=[C:10]([CH2:17][CH2:18][CH2:19][N:8]3[CH:7]=1)[CH:11]=[CH:12][CH:13]=2)=[O:5])[CH3:2].[Br:20]Br, predict the reaction product. The product is: [CH2:1]([O:3][C:4]([C:6]1[C:15](=[O:16])[C:14]2[C:9]3=[C:10]([CH2:17][CH2:18][CH2:19][N:8]3[CH:7]=1)[CH:11]=[C:12]([Br:20])[CH:13]=2)=[O:5])[CH3:2]. (6) Given the reactants O=[C:2]1[CH2:7][CH2:6][C:5]([C:12]2[CH:17]=[CH:16][CH:15]=[CH:14][CH:13]=2)([C:8]([O:10][CH3:11])=[O:9])[CH2:4][CH2:3]1.C(N)CN.[N+:22]([CH3:25])([O-:24])=[O:23], predict the reaction product. The product is: [N+:22]([CH:25]=[C:2]1[CH2:7][CH2:6][C:5]([C:12]2[CH:17]=[CH:16][CH:15]=[CH:14][CH:13]=2)([C:8]([O:10][CH3:11])=[O:9])[CH2:4][CH2:3]1)([O-:24])=[O:23].